The task is: Regression. Given a peptide amino acid sequence and an MHC pseudo amino acid sequence, predict their binding affinity value. This is MHC class I binding data.. This data is from Peptide-MHC class I binding affinity with 185,985 pairs from IEDB/IMGT. (1) The peptide sequence is FILGIIITV. The MHC is HLA-A02:02 with pseudo-sequence HLA-A02:02. The binding affinity (normalized) is 0.765. (2) The peptide sequence is FAHELEMLC. The MHC is HLA-B07:02 with pseudo-sequence HLA-B07:02. The binding affinity (normalized) is 0.0847. (3) The MHC is HLA-B40:01 with pseudo-sequence HLA-B40:01. The peptide sequence is WIPKRNRSI. The binding affinity (normalized) is 0.0847. (4) The peptide sequence is KRMMIRYCL. The MHC is HLA-C15:02 with pseudo-sequence HLA-C15:02. The binding affinity (normalized) is 0.0847.